From a dataset of CYP2D6 inhibition data for predicting drug metabolism from PubChem BioAssay. Regression/Classification. Given a drug SMILES string, predict its absorption, distribution, metabolism, or excretion properties. Task type varies by dataset: regression for continuous measurements (e.g., permeability, clearance, half-life) or binary classification for categorical outcomes (e.g., BBB penetration, CYP inhibition). Dataset: cyp2d6_veith. (1) The drug is CN1CCN(c2nc(-c3ccc4c(c3)OCO4)nc3ccccc23)CC1. The result is 1 (inhibitor). (2) The compound is O=c1c(O)c(-c2ccc(O)c(O)c2)oc2cc(O)cc(O)c12. The result is 0 (non-inhibitor). (3) The molecule is CN1CCCC[C@@H]1CCN1c2ccccc2Sc2ccc(S(C)=O)cc21.O=S(=O)(O)c1ccccc1. The result is 1 (inhibitor). (4) The molecule is CC(C)(C)c1ccc(O)c(CN(Cc2cc(C(C)(C)C)ccc2O)C2CCCCC2)c1. The result is 1 (inhibitor). (5) The compound is O=C(Nc1cccc([N+](=O)[O-])c1)c1ccc(CSc2ccccc2)cc1. The result is 0 (non-inhibitor). (6) The drug is COc1ccc([N+](=O)[O-])cc1NC(=S)NC(NC(=O)Cc1ccc(OC)c(OC)c1)C(Cl)(Cl)Cl. The result is 1 (inhibitor). (7) The molecule is COc1ccc(C2C(C(=O)N3CCOCC3)CCC(=O)N2c2ccc(OC)cc2)cc1. The result is 0 (non-inhibitor).